Task: Regression. Given two drug SMILES strings and cell line genomic features, predict the synergy score measuring deviation from expected non-interaction effect.. Dataset: NCI-60 drug combinations with 297,098 pairs across 59 cell lines Drug 1: CC1C(C(=O)NC(C(=O)N2CCCC2C(=O)N(CC(=O)N(C(C(=O)O1)C(C)C)C)C)C(C)C)NC(=O)C3=C4C(=C(C=C3)C)OC5=C(C(=O)C(=C(C5=N4)C(=O)NC6C(OC(=O)C(N(C(=O)CN(C(=O)C7CCCN7C(=O)C(NC6=O)C(C)C)C)C)C(C)C)C)N)C. Drug 2: C(=O)(N)NO. Cell line: UO-31. Synergy scores: CSS=-1.39, Synergy_ZIP=1.21, Synergy_Bliss=1.34, Synergy_Loewe=-2.17, Synergy_HSA=-2.21.